This data is from Experimentally validated miRNA-target interactions with 360,000+ pairs, plus equal number of negative samples. The task is: Binary Classification. Given a miRNA mature sequence and a target amino acid sequence, predict their likelihood of interaction. (1) The miRNA is hsa-miR-182-5p with sequence UUUGGCAAUGGUAGAACUCACACU. The protein sequence of the target gene is MAAAAAAGPSPGSGPGDSPEGPEGEAPERRRKAHGMLKLYYGLSEGEAAGRPAGPDPLDPTDLNGAHFDPEVYLDKLRRECPLAQLMDSETDMVRQIRALDSDMQTLVYENYNKFISATDTIRKMKNDFRKMEDEMDRLATNMAVITDFSARISATLQDRHERITKLAGVHALLRKLQFLFELPSRLTKCVELGAYGQAVRYQGRAQAVLQQYQHLPSFRAIQDDCQVITARLAQQLRQRFREGGSGAPEQAECVELLLALGEPAEELCEEFLAHARGRLEKELRNLEAELGPSPPAPDV.... Result: 1 (interaction). (2) The miRNA is hsa-miR-4472 with sequence GGUGGGGGGUGUUGUUUU. The protein sequence of the target gene is MSFNCSTRNCSSRPIGGRCIVPVAQVTTTSTTDADCLGGICLPSSFQTGSWLLDHCQETCCEPTACQPTCYRRTSCVSNPCQVTCSRQTTCISNPCSTTYSRPLTFVSSGCQPLGGISSVCQPVGGISTVCQPVGGVSTVCQPACGVSRTYQQSCVSSCRRTC. Result: 0 (no interaction). (3) The miRNA is hsa-miR-1908-5p with sequence CGGCGGGGACGGCGAUUGGUC. The protein sequence of the target gene is MLSPEAERVLRYLVEVEELAEEVLADKRQIVDLDTKRNQNREGLRALQKDLSLSEDVMVCFGNMFIKMPHPETKEMIEKDQDHLDKEIEKLRKQLKVKVNRLFEAQGKPELKGFNLNPLNQDELKALKVILKG. Result: 1 (interaction). (4) The protein sequence of the target gene is MPAAAGDGLLGEPAAPGGDGGAEDTTRPAAACEGSFLPAWVSGVSRERLRDFQHHKRVGNYLIGSRKLGEGSFAKVREGLHVLTGEKVAIKVIDKKRAKKDTYVTKNLRREGQIQQMIRHPNITQLLDILETENSYYLVMELCPGGNLMHKIYEKKRLDEAEARRYIRQLISAVEHLHRAGVVHRDLKIENLLLDEDNNIKLIDFGLSNCAGILGYSDPFSTQCGSPAYAAPELLARKKYGPKIDVWSIGVNMYAMLTGTLPFTVEPFSLRALYQKMVDKAMNPLPTQLSTGAVNFLRSL.... Result: 0 (no interaction). The miRNA is hsa-miR-940 with sequence AAGGCAGGGCCCCCGCUCCCC. (5) The miRNA is hsa-miR-212-5p with sequence ACCUUGGCUCUAGACUGCUUACU. The protein sequence of the target gene is MVSTYRVAVLGARGVGKSAIVRQFLYNEFSEVCVPTTARRLYLPAVVMNGHVHDLQILDFPPISAFPVNTLQEWADTCCRGLRSVHAYILVYDICCFDSFEYVKTIRQQILETRVIGTSETPIIIVGNKRDLQRGRVIPRWNVSHLVRKTWKCGYVECSAKYNWHILLLFSELLKSVGCARCKHVHAALRFQGALRRNRCAIM. Result: 1 (interaction). (6) The miRNA is mmu-miR-709 with sequence GGAGGCAGAGGCAGGAGGA. The protein sequence of the target gene is MAPWLQLCSFFFTVNACLNGSQLAVAAGGSGRARGADTCGWRGVGPASRNSGLHNITFRYDNCTTYLNPGGKHAIADAQNITISQYACHDQVAVTILWSPGALGIEFLKGFRVILEELKSEGRQCQQLILKDPKQLNSSFRRTGMESQPFLNMKFETDYFVKIVPFPSIKNESNYHPFFFRTRACDLLLQPDNLACKPFWKPRNLNISQHGSDMHVSFDHAPQNFGFRGFHVLYKLKHEGPFRRRTCRQDQNTETTSCLLQNVSPGDYIIELVDDSNTTRKAAQYVVKSVQSPWAGPIRA.... Result: 1 (interaction). (7) The miRNA is hsa-miR-6787-3p with sequence UCUCAGCUGCUGCCCUCUCCAG. The protein sequence of the target gene is MASGQGPGPPRQECGEPALPSASEEQVAQDTEEVFRSYVFYRHQQEQEAEGVAAPADPEMVTLPLQPSSTMGQVGRQLAIIGDDINRRYDSEFQTMLQHLQPTAENAYEYFTKIATSLFESGINWGRVVALLGFGYRLALHVYQHGLTGFLGQVTRFVVDFMLHHCIARWIAQRGGWVAALNLGNGPILNVLVVLGVVLLGQFVVRRFFKS. Result: 1 (interaction). (8) The miRNA is hsa-miR-155-5p with sequence UUAAUGCUAAUCGUGAUAGGGGUU. The protein sequence of the target gene is MKNHLLFWGVLAVFIKAVHVKAQEDERIVLVDNKCKCARITSRIIRSSEDPNEDIVERNIRIIVPLNNRENISDPTSPLRTRFVYHLSDLCKKCDPTEVELDNQIVTATQSNICDEDSATETCYTYDRNKCYTAVVPLVYGGETKMVETALTPDACYPD. Result: 1 (interaction). (9) The miRNA is hsa-miR-7706 with sequence UGAAGCGCCUGUGCUCUGCCGAGA. The protein sequence of the target gene is MALPFLPGNSFNRNIGKERFHKSQHWGFCNNVRMLVSENKPGVGGDLLYGQKIKPKHSVFPKGDGTDAPSWVAFDKQVLSFDAYLEDEISDKRQEIFRIRYYKIYFYLEDDTIQVNEPEVINSGLPQGTSIRRQRIPYPPPNDDQFYTVYDFNINISVVFYGRTFKIYDCDPFTKNFLKKIGIKLNPPGQCPLDPYMKMRRETLEFVDPFRPYQSFDTLKRFIQYDGKVLRFFCLWDDSTSLFGDRREFVLHYFLCDGTVEIREVLPSNSGRDAMSSFLRRGKLPKYGPPGIYQPGQITD.... Result: 0 (no interaction).